From a dataset of Merck oncology drug combination screen with 23,052 pairs across 39 cell lines. Regression. Given two drug SMILES strings and cell line genomic features, predict the synergy score measuring deviation from expected non-interaction effect. (1) Cell line: PA1. Drug 2: Cn1cc(-c2cnn3c(N)c(Br)c(C4CCCNC4)nc23)cn1. Drug 1: CCN(CC)CCNC(=O)c1c(C)[nH]c(C=C2C(=O)Nc3ccc(F)cc32)c1C. Synergy scores: synergy=18.9. (2) Drug 1: O=S1(=O)NC2(CN1CC(F)(F)F)C1CCC2Cc2cc(C=CCN3CCC(C(F)(F)F)CC3)ccc2C1. Drug 2: N.N.O=C(O)C1(C(=O)O)CCC1.[Pt]. Cell line: NCIH23. Synergy scores: synergy=-4.11.